The task is: Predict the product of the given reaction.. This data is from Forward reaction prediction with 1.9M reactions from USPTO patents (1976-2016). (1) The product is: [CH3:12][C:13]1([CH3:25])[C:22]2[C:17](=[CH:18][C:19]([Br:23])=[CH:20][CH:21]=2)[CH:16]=[CH:15][CH2:14]1. Given the reactants CC1SC=CC=1.[Li]CCCC.[CH3:12][C:13]1([CH3:25])[C:22]2[C:17](=[CH:18][C:19]([Br:23])=[CH:20][CH:21]=2)[C:16](=O)[CH2:15][CH2:14]1, predict the reaction product. (2) Given the reactants Br[C:2]1[CH:7]=[CH:6][C:5]([O:8][C:9]2[CH:14]=[CH:13][C:12]([O:15][C:16]([F:19])([F:18])[F:17])=[CH:11][CH:10]=2)=[CH:4][C:3]=1F.[B:21](OC(C)C)([O:26]C(C)C)[O:22]C(C)C.[Li]CCCC.Cl.[OH-].[Na+], predict the reaction product. The product is: [F:17][C:16]([F:19])([F:18])[O:15][C:12]1[CH:13]=[CH:14][C:9]([O:8][C:5]2[CH:6]=[CH:7][C:2]([B:21]([OH:26])[OH:22])=[CH:3][CH:4]=2)=[CH:10][CH:11]=1.